This data is from Forward reaction prediction with 1.9M reactions from USPTO patents (1976-2016). The task is: Predict the product of the given reaction. (1) The product is: [OH:32][CH:19]([C:20]1[CH:21]=[C:22]([O:30][CH3:31])[C:23]([O:28][CH3:29])=[C:24]([O:26][CH3:27])[CH:25]=1)[CH2:18][S:17][C:15]1[N:14]([CH2:33][CH2:34][CH2:35][N:36]([CH3:45])[CH2:37][CH2:38][C:39]2[CH:44]=[CH:43][CH:42]=[CH:41][N:40]=2)[C:13]2[CH:46]=[CH:47][C:10]([C:8]([N:7]([CH2:48][CH:49]([CH3:51])[CH3:50])[CH2:3][CH:4]([CH3:5])[CH3:6])=[O:9])=[CH:11][C:12]=2[N:16]=1. Given the reactants [BH4-].[Na+].[CH2:3]([N:7]([CH2:48][CH:49]([CH3:51])[CH3:50])[C:8]([C:10]1[CH:47]=[CH:46][C:13]2[N:14]([CH2:33][CH2:34][CH2:35][N:36]([CH3:45])[CH2:37][CH2:38][C:39]3[CH:44]=[CH:43][CH:42]=[CH:41][N:40]=3)[C:15]([S:17][CH2:18][C:19](=[O:32])[C:20]3[CH:25]=[C:24]([O:26][CH3:27])[C:23]([O:28][CH3:29])=[C:22]([O:30][CH3:31])[CH:21]=3)=[N:16][C:12]=2[CH:11]=1)=[O:9])[CH:4]([CH3:6])[CH3:5], predict the reaction product. (2) Given the reactants Br[C:2]1[CH:3]=[CH:4][C:5]([CH3:21])=[C:6]([CH:20]=1)[CH2:7][C:8]1[S:9][C:10]([C:13]2[CH:18]=[CH:17][C:16]([F:19])=[CH:15][CH:14]=2)=[CH:11][CH:12]=1.[CH2:22]([Li])CCC.C[Si](C)(C)[O:29][CH:30]1[CH:35]([O:36][Si](C)(C)C)[CH:34]([O:41][Si](C)(C)C)[CH:33]([CH2:46][O:47][Si](C)(C)C)[O:32][C:31]1=[O:52].CS(O)(=O)=O.C(=O)(O)[O-].[Na+].C(OC(C)C)(C)C, predict the reaction product. The product is: [F:19][C:16]1[CH:17]=[CH:18][C:13]([C:10]2[S:9][C:8]([CH2:7][C:6]3[CH:20]=[C:2]([C:31]4([O:52][CH3:22])[C@H:30]([OH:29])[C@@H:35]([OH:36])[C@H:34]([OH:41])[C@@H:33]([CH2:46][OH:47])[O:32]4)[CH:3]=[CH:4][C:5]=3[CH3:21])=[CH:12][CH:11]=2)=[CH:14][CH:15]=1. (3) Given the reactants Br[C:2]1[CH:3]=[CH:4][CH:5]=[C:6]2[C:11]=1[CH:10]=[N:9][CH:8]=[CH:7]2.[CH3:12][N:13](C=O)C, predict the reaction product. The product is: [CH:10]1[C:11]2[C:6](=[CH:5][CH:4]=[CH:3][C:2]=2[C:12]#[N:13])[CH:7]=[CH:8][N:9]=1.